From a dataset of Catalyst prediction with 721,799 reactions and 888 catalyst types from USPTO. Predict which catalyst facilitates the given reaction. (1) Product: [F:1][C:2]1[C:8]([F:9])=[CH:7][C:5]([NH:6][CH:15]([CH3:17])[CH3:16])=[C:4]([N+:10]([O-:12])=[O:11])[CH:3]=1. Reactant: [F:1][C:2]1[C:8]([F:9])=[CH:7][C:5]([NH2:6])=[C:4]([N+:10]([O-:12])=[O:11])[CH:3]=1.CO[C:15](OC)([CH3:17])[CH3:16].FC(F)(F)C(O)=O. The catalyst class is: 11. (2) Reactant: [C:1]([O:5][C:6]([N:8]1[CH2:12][C@H:11]([OH:13])[C@@H:10]([N:14]=[N+:15]=[N-:16])[CH2:9]1)=[O:7])([CH3:4])([CH3:3])[CH3:2].[C:17]1([CH3:27])[CH:22]=[CH:21][C:20]([S:23](Cl)(=[O:25])=[O:24])=[CH:19][CH:18]=1. Product: [C:1]([O:5][C:6]([N:8]1[CH2:12][C@H:11]([O:13][S:23]([C:20]2[CH:21]=[CH:22][C:17]([CH3:27])=[CH:18][CH:19]=2)(=[O:25])=[O:24])[C@@H:10]([N:14]=[N+:15]=[N-:16])[CH2:9]1)=[O:7])([CH3:4])([CH3:2])[CH3:3]. The catalyst class is: 17. (3) Reactant: [F:1][C:2]1[CH:7]=[CH:6][C:5]([C:8]2([C:14]3[N:23]=[C:22](SC)[C:21]4[C:16](=[CH:17][CH:18]=[CH:19][CH:20]=4)[N:15]=3)[CH2:13][CH2:12][O:11][CH2:10][CH2:9]2)=[CH:4][CH:3]=1.ClC1C=CC=C(C(OO)=O)C=1.S([O-])([O-])(=O)=S.[Na+].[Na+].C(=O)(O)[O-].[Na+].[CH3:49][C:50]1[NH:54][N:53]=[C:52]([NH2:55])[CH:51]=1. Product: [F:1][C:2]1[CH:7]=[CH:6][C:5]([C:8]2([C:14]3[N:23]=[C:22]([NH:55][C:52]4[CH:51]=[C:50]([CH3:49])[NH:54][N:53]=4)[C:21]4[C:16](=[CH:17][CH:18]=[CH:19][CH:20]=4)[N:15]=3)[CH2:13][CH2:12][O:11][CH2:10][CH2:9]2)=[CH:4][CH:3]=1. The catalyst class is: 168. (4) Reactant: [F:1][C:2]([F:7])([F:6])[C:3]([OH:5])=[O:4].[CH3:8][N:9]([CH3:44])[C:10]1[CH:11]=[C:12]([CH:41]=[CH:42][CH:43]=1)[C:13]([NH:15][C:16]1[CH:17]=[CH:18][C:19]([CH3:40])=[C:20]([NH:22][C:23](=[O:39])[C:24]2[CH:29]=[CH:28][CH:27]=[C:26]([O:30][CH2:31][C:32]([O:34]C(C)(C)C)=[O:33])[CH:25]=2)[CH:21]=1)=[O:14]. Product: [CH3:44][N:9]([CH3:8])[C:10]1[CH:11]=[C:12]([CH:41]=[CH:42][CH:43]=1)[C:13]([NH:15][C:16]1[CH:17]=[CH:18][C:19]([CH3:40])=[C:20]([NH:22][C:23](=[O:39])[C:24]2[CH:29]=[CH:28][CH:27]=[C:26]([O:30][CH2:31][C:32]([OH:34])=[O:33])[CH:25]=2)[CH:21]=1)=[O:14].[F:1][C:2]([F:7])([F:6])[C:3]([OH:5])=[O:4]. The catalyst class is: 2. (5) Reactant: [CH2:1]([O:3]/[CH:4]=[CH:5]/[CH3:6])[CH3:2].N1C=CC=CC=1.[Cl:13][C:14]([Cl:19])([Cl:18])[C:15](Cl)=[O:16]. Product: [Cl:13][C:14]([Cl:19])([Cl:18])[C:15](=[O:16])/[C:5](/[CH3:6])=[CH:4]/[O:3][CH2:1][CH3:2]. The catalyst class is: 2. (6) Reactant: [NH:1]1[CH2:5][CH2:4][CH2:3][C@H:2]1[CH2:6][OH:7].[CH3:8][C:9]([O:12][C:13](O[C:13]([O:12][C:9]([CH3:11])([CH3:10])[CH3:8])=[O:14])=[O:14])([CH3:11])[CH3:10].C([O-])(O)=O.[Na+]. Product: [OH:7][CH2:6][C@@H:2]1[CH2:3][CH2:4][CH2:5][N:1]1[C:13]([O:12][C:9]([CH3:11])([CH3:10])[CH3:8])=[O:14]. The catalyst class is: 20. (7) Reactant: [CH:1]([C:4]1[CH:9]=[CH:8][C:7]([NH:10][C:11]([C:13]2[CH:18]=[C:17]([C:19]3[CH:24]=[C:23]([NH:25]C(=O)OCC4C=CC=CC=4)[C:22](=[O:36])[NH:21][CH:20]=3)[CH:16]=[CH:15][N:14]=2)=[O:12])=[CH:6][C:5]=1[CH3:37])([CH3:3])[CH3:2]. Product: [NH2:25][C:23]1[C:22](=[O:36])[NH:21][CH:20]=[C:19]([C:17]2[CH:16]=[CH:15][N:14]=[C:13]([C:11]([NH:10][C:7]3[CH:8]=[CH:9][C:4]([CH:1]([CH3:2])[CH3:3])=[C:5]([CH3:37])[CH:6]=3)=[O:12])[CH:18]=2)[CH:24]=1. The catalyst class is: 105. (8) Reactant: [NH2:1][C:2]1[CH:12]=[CH:11][CH:10]=[CH:9][C:3]=1[CH:4]=[CH:5][C:6]([OH:8])=[O:7].[O:13]1[C:17]2[CH:18]=[CH:19][CH:20]=[CH:21][C:16]=2[CH:15]=[C:14]1[C:22]([NH:24][C@@H:25]([CH2:29][CH2:30][CH2:31][NH:32][C:33]([O:35][CH2:36][C:37]1[CH:42]=[CH:41][CH:40]=[CH:39][CH:38]=1)=[O:34])[C:26](O)=[O:27])=[O:23].C1CN([P+](Br)(N2CCCC2)N2CCCC2)CC1.F[P-](F)(F)(F)(F)F.CCN(C(C)C)C(C)C. Product: [O:13]1[C:17]2[CH:18]=[CH:19][CH:20]=[CH:21][C:16]=2[CH:15]=[C:14]1[C:22]([NH:24][C@@H:25]([CH2:29][CH2:30][CH2:31][NH:32][C:33]([O:35][CH2:36][C:37]1[CH:38]=[CH:39][CH:40]=[CH:41][CH:42]=1)=[O:34])[C:26]([NH:1][C:2]1[CH:12]=[CH:11][CH:10]=[CH:9][C:3]=1/[CH:4]=[CH:5]/[C:6]([OH:8])=[O:7])=[O:27])=[O:23]. The catalyst class is: 37. (9) Reactant: [N:1]1([C:7]2[C:8]([O:13][CH:14]3[CH2:19][CH2:18][N:17]([C:20]4[CH:29]=[CH:28][C:27]5[C:22](=[CH:23][CH:24]=[CH:25][CH:26]=5)[N:21]=4)[CH2:16][CH2:15]3)=[N:9][CH:10]=[CH:11][N:12]=2)[CH2:6][CH2:5][NH:4][CH2:3][CH2:2]1.CCN(CC)CC.[C:37](Cl)(=[O:39])[CH3:38]. Product: [N:21]1[C:22]2[C:27](=[CH:26][CH:25]=[CH:24][CH:23]=2)[CH:28]=[CH:29][C:20]=1[N:17]1[CH2:18][CH2:19][CH:14]([O:13][C:8]2[C:7]([N:1]3[CH2:2][CH2:3][N:4]([C:37](=[O:39])[CH3:38])[CH2:5][CH2:6]3)=[N:12][CH:11]=[CH:10][N:9]=2)[CH2:15][CH2:16]1. The catalyst class is: 2. (10) Reactant: C([O:8][C:9]1[N:10]=[N:11][C:12]([C:23]#[C:24][C:25]2[CH:26]=[N:27][C:28]([C:31]([F:34])([F:33])[F:32])=[CH:29][CH:30]=2)=[CH:13][C:14]=1[O:15]CC1C=CC=CC=1)C1C=CC=CC=1. Product: [OH:15][C:14]1[C:9](=[O:8])[NH:10][N:11]=[C:12]([CH2:23][CH2:24][C:25]2[CH:26]=[N:27][C:28]([C:31]([F:32])([F:33])[F:34])=[CH:29][CH:30]=2)[CH:13]=1. The catalyst class is: 111.